Dataset: Full USPTO retrosynthesis dataset with 1.9M reactions from patents (1976-2016). Task: Predict the reactants needed to synthesize the given product. Given the product [CH3:16][C:4]1[N:5]([C:8]2[CH:13]=[N:12][N:11]([CH3:14])[C:10](=[O:15])[CH:9]=2)[C:6]([CH3:7])=[C:2]([C:18]#[C:17][C:19]2[CH:20]=[C:21]([CH3:25])[CH:22]=[CH:23][CH:24]=2)[N:3]=1, predict the reactants needed to synthesize it. The reactants are: I[C:2]1[N:3]=[C:4]([CH3:16])[N:5]([C:8]2[CH:13]=[N:12][N:11]([CH3:14])[C:10](=[O:15])[CH:9]=2)[C:6]=1[CH3:7].[C:17]([C:19]1[CH:24]=[CH:23][CH:22]=[C:21]([CH3:25])[CH:20]=1)#[CH:18].